This data is from Reaction yield outcomes from USPTO patents with 853,638 reactions. The task is: Predict the reaction yield, written as a fraction of the theoretical maximum amount of product (1.0 means a 100% yield; for example, 0.34 means a 34% yield). (1) The reactants are [N:1]1[CH:6]=[CH:5][CH:4]=[CH:3][C:2]=1[C:7]1[C:11]([CH2:12][O:13][C:14]2[CH:22]=[CH:21][C:17]([C:18]([OH:20])=O)=[CH:16][N:15]=2)=[CH:10][O:9][N:8]=1.[F:23][C:24]([F:28])([F:27])[CH2:25][NH2:26]. No catalyst specified. The product is [N:1]1[CH:6]=[CH:5][CH:4]=[CH:3][C:2]=1[C:7]1[C:11]([CH2:12][O:13][C:14]2[CH:22]=[CH:21][C:17]([C:18]([NH:26][CH2:25][C:24]([F:28])([F:27])[F:23])=[O:20])=[CH:16][N:15]=2)=[CH:10][O:9][N:8]=1. The yield is 0.650. (2) The reactants are [CH3:1][O:2][C:3]1[N:8]=[C:7]([N:9]2[C:13]3=[N:14][CH:15]=[N:16][C:17]([NH:18]/[N:19]=[CH:20]/[C:21]4[CH:29]=[CH:28][C:24]([C:25]([OH:27])=O)=[CH:23][CH:22]=4)=[C:12]3[CH:11]=[N:10]2)[CH:6]=[CH:5][CH:4]=1.[CH3:30][N:31]([CH3:35])[CH2:32][CH2:33][NH2:34].C(OP(C#N)(=O)OCC)C.C(N(CC)CC)C. The catalyst is CN(C=O)C.C(OCC)C.O. The product is [CH3:30][N:31]([CH3:35])[CH2:32][CH2:33][NH:34][C:25](=[O:27])[C:24]1[CH:28]=[CH:29][C:21](/[CH:20]=[N:19]/[NH:18][C:17]2[N:16]=[CH:15][N:14]=[C:13]3[N:9]([C:7]4[CH:6]=[CH:5][CH:4]=[C:3]([O:2][CH3:1])[N:8]=4)[N:10]=[CH:11][C:12]=23)=[CH:22][CH:23]=1. The yield is 0.600. (3) The reactants are [N:1]1([C:10]2[CH:11]=[C:12]([OH:16])[CH:13]=[CH:14][CH:15]=2)[C:9]2[C:4](=[CH:5][CH:6]=[CH:7][CH:8]=2)[CH:3]=[N:2]1.[C:17]([C:21]1[CH:26]=[CH:25][N:24]=[C:23]([N:27]2[C:39]3[CH:38]=[C:37](Br)[CH:36]=[CH:35][C:34]=3[C:33]3[C:28]2=[CH:29][CH:30]=[CH:31][CH:32]=3)[CH:22]=1)([CH3:20])([CH3:19])[CH3:18].N1C=CC=CC=1C(O)=O.[O-]P([O-])([O-])=O.[K+].[K+].[K+]. The catalyst is [Cu]I. The product is [N:1]1([C:10]2[CH:11]=[C:12]([CH:13]=[CH:14][CH:15]=2)[O:16][C:30]2[CH:31]=[CH:32][C:33]3[C:34]4[C:39](=[CH:38][CH:37]=[CH:36][CH:35]=4)[N:27]([C:23]4[CH:22]=[C:21]([C:17]([CH3:20])([CH3:19])[CH3:18])[CH:26]=[CH:25][N:24]=4)[C:28]=3[CH:29]=2)[C:9]2[C:4](=[CH:5][CH:6]=[CH:7][CH:8]=2)[CH:3]=[N:2]1. The yield is 0.900. (4) The reactants are [Cl:1][C:2]1[NH:6][C:5]2[CH:7]=[CH:8][CH:9]=[CH:10][C:4]=2[N:3]=1.Br[CH2:12][CH2:13][CH2:14][CH2:15][CH2:16][Cl:17]. The catalyst is [OH-].[Na+].[Br-].C([N+](CCCC)(CCCC)CCCC)CCC. The product is [Cl:17][CH2:16][CH2:15][CH2:14][CH2:13][CH2:12][N:3]1[C:4]2[CH:10]=[CH:9][CH:8]=[CH:7][C:5]=2[N:6]=[C:2]1[Cl:1]. The yield is 0.625. (5) The reactants are Cl.[CH:2]1[C:3]2[N:4]([CH:11]=[CH:12][CH:13]=2)[CH:5]=[C:6]([C:8]([OH:10])=O)[N:7]=1.Cl.Cl.[N:16]12[CH2:23][C@H:20]([CH2:21][CH2:22]1)[CH2:19][C@@H:18]([NH2:24])[CH2:17]2. No catalyst specified. The product is [N:16]12[CH2:23][C@H:20]([CH2:21][CH2:22]1)[CH2:19][C@@H:18]([NH:24][C:8]([C:6]1[N:7]=[CH:2][C:3]3[N:4]([CH:11]=[CH:12][CH:13]=3)[CH:5]=1)=[O:10])[CH2:17]2. The yield is 0.830. (6) The yield is 0.930. The product is [F:1][C:2]1[C:3]([CH2:10][CH2:11][C:12]([O:14][CH3:15])=[O:13])=[CH:4][C:5]([O:8][CH3:9])=[N:6][CH:7]=1. The reactants are [F:1][C:2]1[C:3]([CH:10]=[CH:11][C:12]([O:14][CH3:15])=[O:13])=[CH:4][C:5]([O:8][CH3:9])=[N:6][CH:7]=1.[H][H]. The catalyst is C(O)C.[Pd]. (7) The product is [OH:1][CH2:2][C:3]([NH:6][S:7]([C:10]1[S:14][C:13]([NH2:15])=[N:12][C:11]=1[CH3:19])(=[O:9])=[O:8])([CH3:5])[CH3:4]. The reactants are [OH:1][CH2:2][C:3]([NH:6][S:7]([C:10]1[S:14][C:13]([NH:15]C(=O)C)=[N:12][C:11]=1[CH3:19])(=[O:9])=[O:8])([CH3:5])[CH3:4]. The catalyst is Cl. The yield is 0.710. (8) The reactants are [O:1]1CCO[CH:2]1[C:6]1[CH:11]=[CH:10][C:9]([C:12]2(O)[CH2:17][CH2:16][N:15]([C:18]([O:20][CH2:21][C:22]3[CH:27]=[CH:26][CH:25]=[CH:24][CH:23]=3)=[O:19])[CH2:14][CH2:13]2)=[CH:8][C:7]=1[O:29][CH2:30][O:31][CH3:32].C(N(S(F)(F)[F:39])CC)C. The catalyst is C(Cl)Cl. The product is [F:39][C:12]1([C:9]2[CH:10]=[CH:11][C:6]([CH:2]=[O:1])=[C:7]([O:29][CH2:30][O:31][CH3:32])[CH:8]=2)[CH2:17][CH2:16][N:15]([C:18]([O:20][CH2:21][C:22]2[CH:27]=[CH:26][CH:25]=[CH:24][CH:23]=2)=[O:19])[CH2:14][CH2:13]1. The yield is 0.760. (9) The reactants are [C:1]([NH:5][C:6](=[O:8])[OH:7])([CH3:4])([CH3:3])[CH3:2].C[O:10][CH2:11][C:12]1([S:15]([NH2:18])(=[O:17])=[O:16])[CH2:14][CH2:13]1.[CH2:19]([N:22]=C=O)[CH2:20][CH3:21]. No catalyst specified. The product is [C:1]([NH:5][C:6](=[O:7])[OH:8])([CH3:4])([CH3:3])[CH3:2].[CH2:19]([NH:22][C:11]([C:12]1([S:15]([NH2:18])(=[O:17])=[O:16])[CH2:14][CH2:13]1)=[O:10])[CH2:20][CH3:21]. The yield is 1.00. (10) The reactants are [NH2:1][C:2]1[CH:3]=[CH:4][C:5]([O:24][CH3:25])=[C:6]([CH:23]=1)[O:7][C:8]1[CH:9]=[CH:10][C:11]2[N:12]([CH:14]=[C:15]([NH:17][C:18]([CH:20]3[CH2:22][CH2:21]3)=[O:19])[N:16]=2)[N:13]=1.[F:26][C:27]([F:38])([F:37])[C:28]1[CH:29]=[C:30]([CH:34]=[CH:35][CH:36]=1)[C:31](Cl)=[O:32]. The catalyst is CN1CCCC1=O.Cl. The product is [CH:20]1([C:18]([NH:17][C:15]2[N:16]=[C:11]3[CH:10]=[CH:9][C:8]([O:7][C:6]4[CH:23]=[C:2]([NH:1][C:31](=[O:32])[C:30]5[CH:34]=[CH:35][CH:36]=[C:28]([C:27]([F:26])([F:37])[F:38])[CH:29]=5)[CH:3]=[CH:4][C:5]=4[O:24][CH3:25])=[N:13][N:12]3[CH:14]=2)=[O:19])[CH2:21][CH2:22]1. The yield is 0.800.